From a dataset of NCI-60 drug combinations with 297,098 pairs across 59 cell lines. Regression. Given two drug SMILES strings and cell line genomic features, predict the synergy score measuring deviation from expected non-interaction effect. (1) Drug 1: CC12CCC3C(C1CCC2OP(=O)(O)O)CCC4=C3C=CC(=C4)OC(=O)N(CCCl)CCCl.[Na+]. Drug 2: CC1C(C(CC(O1)OC2CC(CC3=C2C(=C4C(=C3O)C(=O)C5=C(C4=O)C(=CC=C5)OC)O)(C(=O)CO)O)N)O.Cl. Cell line: HT29. Synergy scores: CSS=38.8, Synergy_ZIP=4.57, Synergy_Bliss=3.23, Synergy_Loewe=-22.5, Synergy_HSA=3.72. (2) Drug 1: C1CCC(C1)C(CC#N)N2C=C(C=N2)C3=C4C=CNC4=NC=N3. Drug 2: C1C(C(OC1N2C=NC3=C2NC=NCC3O)CO)O. Cell line: IGROV1. Synergy scores: CSS=14.9, Synergy_ZIP=-2.24, Synergy_Bliss=3.54, Synergy_Loewe=-2.59, Synergy_HSA=2.49.